The task is: Predict the reactants needed to synthesize the given product.. This data is from Full USPTO retrosynthesis dataset with 1.9M reactions from patents (1976-2016). (1) Given the product [N:55]1([S:59]([NH:62][C:34](=[O:36])[C:33]2[CH:37]=[C:29]([CH:26]3[CH2:28][CH2:27]3)[C:30]([O:39][CH2:40][C:41]3([CH3:49])[CH2:46][CH2:45][C:44]([F:48])([F:47])[CH2:43][CH2:42]3)=[CH:31][C:32]=2[F:38])(=[O:61])=[O:60])[CH2:58][CH2:57][CH2:56]1, predict the reactants needed to synthesize it. The reactants are: C1(C2C(OCC3(C(F)(F)F)CCCCC3)=CC(F)=C(C=2)C(O)=O)CC1.[CH:26]1([C:29]2[C:30]([O:39][CH2:40][C:41]3([CH3:49])[CH2:46][CH2:45][C:44]([F:48])([F:47])[CH2:43][CH2:42]3)=[CH:31][C:32]([F:38])=[C:33]([CH:37]=2)[C:34]([OH:36])=O)[CH2:28][CH2:27]1.CS(N)(=O)=O.[N:55]1([S:59]([NH2:62])(=[O:61])=[O:60])[CH2:58][CH2:57][CH2:56]1. (2) The reactants are: [CH2:1]([N:3]1[C:7]2[CH:8]=[CH:9][CH:10]=[CH:11][C:6]=2[NH:5][C:4]1=[O:12])[CH3:2].[H-].[Na+].[Cl:15][C:16]1[CH:17]=[C:18]([C:23]([NH:25][C@H:26]2[CH2:31][CH2:30][C@H:29]([CH2:32]OS(C)(=O)=O)[CH2:28][CH2:27]2)=[O:24])[C:19]([CH3:22])=[N:20][CH:21]=1. Given the product [Cl:15][C:16]1[CH:21]=[N:20][C:19]([CH3:22])=[C:18]([CH:17]=1)[C:23]([NH:25][C@H:26]1[CH2:27][CH2:28][C@H:29]([CH2:32][N:5]2[C:6]3[CH:11]=[CH:10][CH:9]=[CH:8][C:7]=3[N:3]([CH2:1][CH3:2])[C:4]2=[O:12])[CH2:30][CH2:31]1)=[O:24], predict the reactants needed to synthesize it.